Dataset: Full USPTO retrosynthesis dataset with 1.9M reactions from patents (1976-2016). Task: Predict the reactants needed to synthesize the given product. The reactants are: Br[C:2]1[CH:7]=[C:6]([C:8]([O:10][CH3:11])=[O:9])[C:5]([OH:12])=[CH:4][C:3]=1[C:13]1[CH:18]=[CH:17][C:16]([F:19])=[CH:15][CH:14]=1.[CH:20]1(B(O)O)[CH2:22][CH2:21]1.C1(P(C2CCCCC2)C2C=CC=CC=2C2C(OC)=CC=CC=2OC)CCCCC1.C(=O)([O-])[O-].[Na+].[Na+]. Given the product [CH:20]1([C:2]2[CH:7]=[C:6]([C:8]([O:10][CH3:11])=[O:9])[C:5]([OH:12])=[CH:4][C:3]=2[C:13]2[CH:18]=[CH:17][C:16]([F:19])=[CH:15][CH:14]=2)[CH2:22][CH2:21]1, predict the reactants needed to synthesize it.